This data is from Reaction yield outcomes from USPTO patents with 853,638 reactions. The task is: Predict the reaction yield, written as a fraction of the theoretical maximum amount of product (1.0 means a 100% yield; for example, 0.34 means a 34% yield). (1) The reactants are Br[C:2]1[CH:7]=[C:6]([C:8]2([C:19]3[CH:24]=[CH:23][N:22]=[C:21]([CH:25]([F:27])[F:26])[CH:20]=3)[C:16]3[C:11](=[C:12]([F:17])[CH:13]=[CH:14][CH:15]=3)[C:10]([NH2:18])=[N:9]2)[CH:5]=[CH:4][N:3]=1.[N:28]1[CH:33]=[C:32](B(O)O)[CH:31]=[N:30][CH:29]=1.C(=O)([O-])[O-].[Cs+].[Cs+]. The catalyst is C1C=CC(P(C2C=CC=CC=2)[C-]2C=CC=C2)=CC=1.C1C=CC(P(C2C=CC=CC=2)[C-]2C=CC=C2)=CC=1.Cl[Pd]Cl.[Fe+2].COCCOC.CCO.O. The product is [F:26][CH:25]([F:27])[C:21]1[CH:20]=[C:19]([C:8]2([C:6]3[CH:5]=[CH:4][N:3]=[C:2]([C:32]4[CH:33]=[N:28][CH:29]=[N:30][CH:31]=4)[CH:7]=3)[C:16]3[C:11](=[C:12]([F:17])[CH:13]=[CH:14][CH:15]=3)[C:10]([NH2:18])=[N:9]2)[CH:24]=[CH:23][N:22]=1. The yield is 0.390. (2) The reactants are [CH2:1]([S:3][C:4]1[C:9]([C:10]([NH:12][CH2:13][C:14]2[CH:19]=[CH:18][CH:17]=[C:16]([F:20])[CH:15]=2)=[O:11])=[C:8]([CH3:21])[CH:7]=[C:6]([NH:22][CH3:23])[N:5]=1)[CH3:2].C1COCC1.CCN(C(C)C)C(C)C.[F:38][C:39]1[CH:47]=[CH:46][C:42]([C:43](Cl)=[O:44])=[CH:41][CH:40]=1. The catalyst is C(Cl)Cl.CCOC(C)=O. The product is [CH2:1]([S:3][C:4]1[C:9]([C:10]([NH:12][CH2:13][C:14]2[CH:19]=[CH:18][CH:17]=[C:16]([F:20])[CH:15]=2)=[O:11])=[C:8]([CH3:21])[CH:7]=[C:6]([N:22]([C:43](=[O:44])[C:42]2[CH:46]=[CH:47][C:39]([F:38])=[CH:40][CH:41]=2)[CH3:23])[N:5]=1)[CH3:2]. The yield is 0.830. (3) The reactants are [NH:1]1[CH:5]=[N:4][C:3]([C:6]2[CH:7]=[C:8]3[C:12](=[CH:13][CH:14]=2)[NH:11][N:10]=[C:9]3[C:15]2[CH:20]=[CH:19][CH:18]=[C:17]([O:21][CH2:22][CH2:23][N:24]3[CH2:29][CH2:28][NH:27][CH2:26][CH2:25]3)[CH:16]=2)=[N:2]1.N1C=CC=CC=1.C(N(CC)CC)C.[C:43](OC(=O)C)(=[O:45])[CH3:44].[OH-].[NH4+]. No catalyst specified. The product is [NH:2]1[C:3]([C:6]2[CH:7]=[C:8]3[C:12](=[CH:13][CH:14]=2)[NH:11][N:10]=[C:9]3[C:15]2[CH:16]=[C:17]([CH:18]=[CH:19][CH:20]=2)[O:21][CH2:22][CH2:23][N:24]2[CH2:29][CH2:28][N:27]([C:43](=[O:45])[CH3:44])[CH2:26][CH2:25]2)=[N:4][CH:5]=[N:1]1. The yield is 0.0900. (4) The reactants are [CH3:1][O:2][C:3]1[C:4](C(O)=O)=[CH:5][C:6]2[C:11]([CH:12]=1)=[CH:10][CH:9]=[CH:8][CH:7]=2.CC[N:18]([CH2:21]C)CC.C1(P(N=[N+]=[N-])(C2C=CC=CC=2)=[O:30])C=CC=CC=1.[NH2:40][C:41]1[CH:46]=[CH:45][C:44]([CH3:47])=[CH:43][CH:42]=1. The catalyst is C1(C)C=CC=CC=1. The product is [CH3:1][O:2][C:3]1[C:4]([NH:18][C:21]([NH:40][C:41]2[CH:46]=[CH:45][C:44]([CH3:47])=[CH:43][CH:42]=2)=[O:30])=[CH:5][C:6]2[C:11]([CH:12]=1)=[CH:10][CH:9]=[CH:8][CH:7]=2. The yield is 0.610.